Dataset: Forward reaction prediction with 1.9M reactions from USPTO patents (1976-2016). Task: Predict the product of the given reaction. (1) Given the reactants [F:1][C:2]1[CH:7]=[CH:6][CH:5]=[CH:4][C:3]=1[C:8](=[N:18][OH:19])[CH2:9][O:10][CH:11]([CH:16]=[CH2:17])[C:12]([F:15])([F:14])[F:13].C1(C=CC(O)=CC=1)O.Cl, predict the reaction product. The product is: [F:1][C:2]1[CH:7]=[CH:6][CH:5]=[CH:4][C:3]=1[C:8]12[CH2:9][O:10][CH:11]([C:12]([F:15])([F:14])[F:13])[CH:16]1[CH2:17][O:19][NH:18]2. (2) Given the reactants C[O:2][C:3](=[O:25])[CH2:4][N:5]1[C:9](=[O:10])[N:8]([CH2:11][C@H:12]([OH:17])[C:13]([F:16])([F:15])[F:14])[C:7]([C:18]2[CH:23]=[CH:22][C:21]([Cl:24])=[CH:20][CH:19]=2)=[N:6]1.[OH-].[Li+], predict the reaction product. The product is: [Cl:24][C:21]1[CH:22]=[CH:23][C:18]([C:7]2[N:8]([CH2:11][C@H:12]([OH:17])[C:13]([F:16])([F:14])[F:15])[C:9](=[O:10])[N:5]([CH2:4][C:3]([OH:25])=[O:2])[N:6]=2)=[CH:19][CH:20]=1. (3) Given the reactants F[C:2]1[C:3]([CH3:22])=[N:4][C:5]2[C:10]([N:11]=1)=[C:9]([C:12]1[NH:21][C:15]3[N:16]=[CH:17][NH:18][C:19](=[O:20])[C:14]=3[CH:13]=1)[CH:8]=[CH:7][CH:6]=2.[NH2:23][C:24]([CH3:28])([CH3:27])[CH2:25][OH:26], predict the reaction product. The product is: [OH:26][CH2:25][C:24]([NH:23][C:2]1[C:3]([CH3:22])=[N:4][C:5]2[C:10]([N:11]=1)=[C:9]([C:12]1[NH:21][C:15]3[N:16]=[CH:17][NH:18][C:19](=[O:20])[C:14]=3[CH:13]=1)[CH:8]=[CH:7][CH:6]=2)([CH3:28])[CH3:27]. (4) Given the reactants [F:1][C@H:2]1[C@H:7]([OH:8])[CH2:6][CH2:5][N:4]([C:9]([O:11][CH2:12][C:13]2[CH:18]=[CH:17][CH:16]=[CH:15][CH:14]=2)=[O:10])[CH2:3]1.CC([O-])(C)C.[K+].C1COCC1.[N:30]1[N:31]=[C:32]([C:39]2[CH:48]=[CH:47][C:46]3[C:41](=[C:42](F)[CH:43]=[CH:44][CH:45]=3)[N:40]=2)[N:33]2[CH:38]=[CH:37][CH:36]=[CH:35][C:34]=12, predict the reaction product. The product is: [N:30]1[N:31]=[C:32]([C:39]2[CH:48]=[CH:47][C:46]3[C:41](=[C:42]([O:8][C@@H:7]4[CH2:6][CH2:5][N:4]([C:9]([O:11][CH2:12][C:13]5[CH:18]=[CH:17][CH:16]=[CH:15][CH:14]=5)=[O:10])[CH2:3][C@H:2]4[F:1])[CH:43]=[CH:44][CH:45]=3)[N:40]=2)[N:33]2[CH:38]=[CH:37][CH:36]=[CH:35][C:34]=12. (5) Given the reactants [C:1]([O:5][C:6]([N:8]1[CH2:13][CH2:12][CH:11]([CH:14]2[O:23][C:17]3=[CH:18][N:19]=[C:20](Cl)[CH:21]=[C:16]3[CH2:15]2)[CH2:10][CH2:9]1)=[O:7])([CH3:4])([CH3:3])[CH3:2].[CH3:24][C:25]1[CH:30]=[C:29](B(O)O)[CH:28]=[CH:27][N:26]=1, predict the reaction product. The product is: [C:1]([O:5][C:6]([N:8]1[CH2:13][CH2:12][CH:11]([CH:14]2[O:23][C:17]3=[CH:18][N:19]=[C:20]([C:29]4[CH:28]=[CH:27][N:26]=[C:25]([CH3:24])[CH:30]=4)[CH:21]=[C:16]3[CH2:15]2)[CH2:10][CH2:9]1)=[O:7])([CH3:4])([CH3:3])[CH3:2]. (6) Given the reactants N1CCCCC1.[CH2:7]([O:14][C:15]1[CH:22]=[CH:21][C:18]([CH:19]=O)=[CH:17][C:16]=1[O:23][CH3:24])[C:8]1[CH:13]=[CH:12][CH:11]=[CH:10][CH:9]=1.C([CH2:28][C:29]([NH:31][C:32]1[CH:40]=[CH:39][CH:38]=[CH:37][C:33]=1[C:34]([OH:36])=[O:35])=[O:30])(O)=O.CC(O)=O, predict the reaction product. The product is: [CH2:7]([O:14][C:15]1[CH:22]=[CH:21][C:18](/[CH:19]=[CH:28]/[C:29]([NH:31][C:32]2[CH:40]=[CH:39][CH:38]=[CH:37][C:33]=2[C:34]([OH:36])=[O:35])=[O:30])=[CH:17][C:16]=1[O:23][CH3:24])[C:8]1[CH:13]=[CH:12][CH:11]=[CH:10][CH:9]=1. (7) Given the reactants [O:1]([C:8]1[CH:15]=[CH:14][C:11]([CH:12]=O)=[CH:10][CH:9]=1)[C:2]1[CH:7]=[CH:6][CH:5]=[CH:4][CH:3]=1.[C:16]([NH:19][NH2:20])([NH2:18])=[NH:17].[ClH:21], predict the reaction product. The product is: [ClH:21].[O:1]([C:8]1[CH:15]=[CH:14][C:11]([CH:12]=[N:20][NH:19][C:16]([NH2:18])=[NH:17])=[CH:10][CH:9]=1)[C:2]1[CH:7]=[CH:6][CH:5]=[CH:4][CH:3]=1.